This data is from Reaction yield outcomes from USPTO patents with 853,638 reactions. The task is: Predict the reaction yield, written as a fraction of the theoretical maximum amount of product (1.0 means a 100% yield; for example, 0.34 means a 34% yield). (1) The reactants are CN(C(ON1N=NC2C=CC=NC1=2)=[N+](C)C)C.F[P-](F)(F)(F)(F)F.[N+:25]([C:28]1[CH:29]=[C:30]([C:37]2[CH:42]=[CH:41][CH:40]=[CH:39][CH:38]=2)[CH:31]=[CH:32][C:33]=1[C:34]([OH:36])=O)([O-:27])=[O:26].Cl.[NH2:44][C@@H:45]([CH:53]1[CH2:58][CH2:57][CH2:56][CH2:55][CH2:54]1)[C:46]([O:48][C:49]([CH3:52])([CH3:51])[CH3:50])=[O:47].C(N(C(C)C)CC)(C)C. The product is [CH:53]1([C@H:45]([NH:44][C:34]([C:33]2[CH:32]=[CH:31][C:30]([C:37]3[CH:42]=[CH:41][CH:40]=[CH:39][CH:38]=3)=[CH:29][C:28]=2[N+:25]([O-:27])=[O:26])=[O:36])[C:46]([O:48][C:49]([CH3:51])([CH3:50])[CH3:52])=[O:47])[CH2:58][CH2:57][CH2:56][CH2:55][CH2:54]1. The catalyst is CN(C=O)C.CCCCCC.C(OCC)(=O)C. The yield is 0.750. (2) The reactants are [N:1]1[CH:6]=[CH:5][C:4]([C:7]([OH:11])([C:9]#[CH:10])[CH3:8])=[CH:3][CH:2]=1.[OH:12][C:13]1[CH:18]=[CH:17][C:16]([CH2:19][C:20]([O:22][CH3:23])=[O:21])=[CH:15][C:14]=1I. The catalyst is CCN(CC)CC.CN(C=O)C.Cl[Pd](Cl)([P](C1C=CC=CC=1)(C1C=CC=CC=1)C1C=CC=CC=1)[P](C1C=CC=CC=1)(C1C=CC=CC=1)C1C=CC=CC=1.[Cu]I. The product is [OH:11][C:7]([C:9]1[O:12][C:13]2[CH:18]=[CH:17][C:16]([CH2:19][C:20]([O:22][CH3:23])=[O:21])=[CH:15][C:14]=2[CH:10]=1)([C:4]1[CH:5]=[CH:6][N:1]=[CH:2][CH:3]=1)[CH3:8]. The yield is 0.940. (3) The catalyst is CO.[Pd]. The reactants are C([N:8]1[CH2:13][CH2:12][C:11]([CH2:15][O:16][C:17]2[C:22]([CH:23]3[CH2:25][CH2:24]3)=[CH:21][N:20]3[CH:26]=[N:27][N:28]=[C:19]3[CH:18]=2)([CH3:14])[CH2:10][CH2:9]1)C1C=CC=CC=1.C([O-])=O.[NH4+]. The yield is 0.970. The product is [CH:23]1([C:22]2[C:17]([O:16][CH2:15][C:11]3([CH3:14])[CH2:12][CH2:13][NH:8][CH2:9][CH2:10]3)=[CH:18][C:19]3[N:20]([CH:26]=[N:27][N:28]=3)[CH:21]=2)[CH2:25][CH2:24]1. (4) The catalyst is CN(C)C=O.CO.O. The yield is 0.830. The product is [CH3:20][O:21][C:22]1[CH:29]=[C:28]([O:30][CH3:31])[C:27]([C:32]2[S:33][CH:34]=[CH:35][CH:36]=2)=[CH:26][C:23]=1/[CH:24]=[CH:2]/[C:1]([C:4]1[CH:5]=[CH:6][C:7]([S:10]([NH:13][C:14]2[CH:18]=[C:17]([CH3:19])[O:16][N:15]=2)(=[O:11])=[O:12])=[CH:8][CH:9]=1)=[O:3]. The reactants are [C:1]([C:4]1[CH:9]=[CH:8][C:7]([S:10]([NH:13][C:14]2[CH:18]=[C:17]([CH3:19])[O:16][N:15]=2)(=[O:12])=[O:11])=[CH:6][CH:5]=1)(=[O:3])[CH3:2].[CH3:20][O:21][C:22]1[CH:29]=[C:28]([O:30][CH3:31])[C:27]([C:32]2[S:33][CH:34]=[CH:35][CH:36]=2)=[CH:26][C:23]=1[CH:24]=O.C[O-].[Li+].Cl.